Dataset: Acute oral toxicity (LD50) regression data from Zhu et al.. Task: Regression/Classification. Given a drug SMILES string, predict its toxicity properties. Task type varies by dataset: regression for continuous values (e.g., LD50, hERG inhibition percentage) or binary classification for toxic/non-toxic outcomes (e.g., AMES mutagenicity, cardiotoxicity, hepatotoxicity). Dataset: ld50_zhu. (1) The molecule is C=CC(=O)N1CN(C(=O)C=C)CN(C(=O)C=C)C1. The rat oral LD50 is 2.85, given as -log10 of the dose in mol/kg body weight (higher means more acutely toxic). (2) The compound is CC=Cc1ccc(OCC)c(O)c1. The rat oral LD50 is 1.87, given as -log10 of the dose in mol/kg body weight (higher means more acutely toxic). (3) The compound is CN(SC(Cl)(Cl)Cl)C(=O)ON=C1SC(=C(C#N)C#N)SC1(C)C. The rat oral LD50 is 2.90, given as -log10 of the dose in mol/kg body weight (higher means more acutely toxic). (4) The compound is CCOc1ccccc1N1CCN(CCCc2ccc3c(c2)CCC(=O)N3)CC1. The rat oral LD50 is 2.90, given as -log10 of the dose in mol/kg body weight (higher means more acutely toxic). (5) The drug is CN. The rat oral LD50 is 2.49, given as -log10 of the dose in mol/kg body weight (higher means more acutely toxic). (6) The compound is CC(=O)C1OC1(C)C. The rat oral LD50 is 1.85, given as -log10 of the dose in mol/kg body weight (higher means more acutely toxic). (7) The rat oral LD50 is 2.49, given as -log10 of the dose in mol/kg body weight (higher means more acutely toxic). The molecule is COC(=O)NN=Cc1c[n+]([O-])c2ccccc2[n+]1[O-].